This data is from Experimentally validated miRNA-target interactions with 360,000+ pairs, plus equal number of negative samples. The task is: Binary Classification. Given a miRNA mature sequence and a target amino acid sequence, predict their likelihood of interaction. (1) The miRNA is hsa-miR-7856-5p with sequence UUUUAAGGACACUGAGGGAUC. The protein sequence of the target gene is MSEKFDCHYCRDPLQGKKYVQKDGRHCCLKCFDKFCANTCVDCRKPISADAKEVHYKNRYWHDNCFRCAKCLHPLASETFVSKDGKILCNKCATREDSPRCKGCFKAIVAGDQNVEYKGTVWHKDCFTCSNCKQVIGTGSFFPKGEDFYCVTCHETKFAKHCVKCNKAITSGGITYQDQPWHAECFVCVTCSKKLAGQRFTAVEDQYYCVDCYKNFVAKKCAGCKNPITGFGKGSSVVAYEGQSWHDYCFHCKKCSVNLANKRFVFHNEQVYCPDCAKKL. Result: 0 (no interaction). (2) The miRNA is mmu-miR-672-5p with sequence UGAGGUUGGUGUACUGUGUGUGA. The protein sequence of the target gene is MPRLLTPLLCLTLLPALAARGLRCSQPSGTCLNGGRCEVANGTEACVCSGAFVGQRCQDSNPCLSTPCKNAGTCHVVDHGGTVDYACSCPLGFSGPLCLTPLDNACLANPCRNGGTCDLLTLTEYKCRCPPGWSGKSCQQADPCASNPCANGGQCLPFESSYICRCPPGFHGPTCRQDVNECSQNPGLCRHGGTCHNEIGSYRCACRATHTGPHCELPYVPCSPSPCQNGGTCRPTGDTTHECACLPGFAGQNCEENVDDCPGNNCKNGGACVDGVNTYNCRCPPEWTGQYCTEDVDECQ.... Result: 0 (no interaction). (3) The miRNA is hsa-miR-1266-3p with sequence CCCUGUUCUAUGCCCUGAGGGA. The protein sequence of the target gene is MAGAKAYRLGAVLLLIHLIFLISGAEAASFQRNQLLQKEPDLRLENVQKFPSPEMIRALEYIEKLRQQAHREESSPDYNPYQGVSVPLQLKENGEESHLAESSRDALSEDEWMRIILEALRQAENEPPSAPKENKPYALNLEKNFPVDTPDDYETQQWPERKLKHMRFPLMYEENSRENPFKRTNEIVEEQYTPQSLATLESVFQELGKLTGPSNQKRERVDEEQKLYTDDEDDVYKTNNIAYEDVVGGEDWSPIEEKIETQTQEEVRDSKENTEKNEQINEEMKRSGQLGLPDEENRRE.... Result: 0 (no interaction). (4) The miRNA is hsa-miR-3134 with sequence UGAUGGAUAAAAGACUACAUAUU. The protein sequence of the target gene is MLYKSSDRPAHKVSMLLLCHALAIAVVQIVIFSESWAFAKNINFYNVRPPLDPTPFPNSFKCFTCENAGDNYNCNRWAEDKWCPQNTQYCLTVHHFTSHGRSTSITKKCASRSECHFVGCHHSRDSEHTECRSCCEGMICNVELPTNHTNAVFAVMHAQRTSGSSAPTLYLPVLAWVFVLPLL. Result: 0 (no interaction). (5) The miRNA is mmu-miR-370-3p with sequence GCCUGCUGGGGUGGAACCUGGU. The protein sequence of the target gene is MGCWGRNRGRLLCMLLLTFMFMVLEVVVSRVTASLAMLSDSFHMLSDVLALVVALVAERFARRTHATQKNTFGWIRAEVMGALVNAIFLTGLCFAILLEAVERFIEPHEMQQPLVVLSVGVAGLLVNVLGLCLFHHHSGEGQGAGHGHSHGHGHGHLAKGARKAGRAGVEAGAPPGRAPDQEETNTLVANTSNSNGLKADQAEPEKLRSDDPVDVQVNGNLIQESDNLEAEDNRAGQLNMRGVFLHVLGDALGSVIVVVNALVFYFNWKGCTEDDFCTNPCFPDPCKSSVEIINSTQAPM.... Result: 0 (no interaction).